This data is from Forward reaction prediction with 1.9M reactions from USPTO patents (1976-2016). The task is: Predict the product of the given reaction. Given the reactants [CH3:1][C:2]1[NH:6][N:5]=[C:4]([NH2:7])[CH:3]=1.[H-].[Na+].Br[CH2:11][CH2:12][O:13][CH:14]1[CH2:19][CH2:18][CH2:17][CH2:16][O:15]1.[Cl-].[NH4+], predict the reaction product. The product is: [CH3:1][C:2]1[N:6]([CH2:11][CH2:12][O:13][CH:14]2[CH2:19][CH2:18][CH2:17][CH2:16][O:15]2)[N:5]=[C:4]([NH2:7])[CH:3]=1.[CH3:1][C:2]1[CH:3]=[C:4]([NH2:7])[N:5]([CH2:11][CH2:12][O:13][CH:14]2[CH2:19][CH2:18][CH2:17][CH2:16][O:15]2)[N:6]=1.